Dataset: Catalyst prediction with 721,799 reactions and 888 catalyst types from USPTO. Task: Predict which catalyst facilitates the given reaction. (1) Reactant: [CH:1]12[O:6][CH:5]1[CH2:4][N:3]([C:7]([O:9][CH2:10][C:11]1[CH:16]=[CH:15][CH:14]=[CH:13][CH:12]=1)=[O:8])[CH2:2]2.[OH-].[NH4+:18]. Product: [NH2:18][C@@H:1]1[C@@H:5]([OH:6])[CH2:4][N:3]([C:7]([O:9][CH2:10][C:11]2[CH:16]=[CH:15][CH:14]=[CH:13][CH:12]=2)=[O:8])[CH2:2]1. The catalyst class is: 5. (2) Reactant: Br[C:2]1[C:11]2[O:10][CH2:9][CH2:8][N:7]([C:12]([O:14][C:15]([CH3:18])([CH3:17])[CH3:16])=[O:13])[CH2:6][C:5]=2[S:4][CH:3]=1.[CH:19]1(B(O)O)[CH2:21][CH2:20]1.CC(C)([O-])C.[K+].C1(P(C2CCCCC2)C2CCCCC2)CCCCC1. Product: [CH:19]1([C:2]2[C:11]3[O:10][CH2:9][CH2:8][N:7]([C:12]([O:14][C:15]([CH3:18])([CH3:17])[CH3:16])=[O:13])[CH2:6][C:5]=3[S:4][CH:3]=2)[CH2:21][CH2:20]1. The catalyst class is: 706.